This data is from Catalyst prediction with 721,799 reactions and 888 catalyst types from USPTO. The task is: Predict which catalyst facilitates the given reaction. (1) Reactant: FC(F)(F)S(O[C:7]1[CH:12]=[CH:11][C:10]([N:13]([CH3:24])[C:14]2[N:19]=[CH:18][C:17]3[N:20]=[CH:21][N:22]([CH3:23])[C:16]=3[CH:15]=2)=[C:9]([CH2:25][CH3:26])[CH:8]=1)(=O)=O.[C:29]([NH:32][C:33]1[N:38]=[CH:37][C:36](B2OC(C)(C)C(C)(C)O2)=[CH:35][N:34]=1)(=[O:31])[CH3:30].C(=O)([O-])[O-].[Cs+].[Cs+].O. Product: [CH2:25]([C:9]1[CH:8]=[C:7]([C:36]2[CH:35]=[N:34][C:33]([NH:32][C:29](=[O:31])[CH3:30])=[N:38][CH:37]=2)[CH:12]=[CH:11][C:10]=1[N:13]([CH3:24])[C:14]1[N:19]=[CH:18][C:17]2[N:20]=[CH:21][N:22]([CH3:23])[C:16]=2[CH:15]=1)[CH3:26]. The catalyst class is: 75. (2) Reactant: [NH2:1][C:2]1[N:3]([C:15]([C:17]2[N:18]=[C:19]([C:22]3[CH:23]=[CH:24][C:25]4[O:29][CH2:28][CH2:27][C:26]=4[CH:30]=3)[S:20][CH:21]=2)=[O:16])[CH:4]=[C:5]([C:7]2[CH:12]=[CH:11][CH:10]=[C:9]([O:13][CH3:14])[CH:8]=2)[N:6]=1.C1(C)C(C)=CC=CC=1. Product: [O:29]1[C:25]2[CH:24]=[CH:23][C:22]([C:19]3[S:20][CH:21]=[C:17]([C:15]([NH:3][C:2]4[NH:1][CH:4]=[C:5]([C:7]5[CH:12]=[CH:11][CH:10]=[C:9]([O:13][CH3:14])[CH:8]=5)[N:6]=4)=[O:16])[N:18]=3)=[CH:30][C:26]=2[CH2:27][CH2:28]1. The catalyst class is: 9. (3) Product: [C:28]([O:31][C:32]([N:9]1[CH2:10][CH2:11][CH2:12][C@@:8]1([CH2:1][C:2]1[CH:3]=[CH:4][CH:5]=[CH:6][CH:7]=1)[C:13]([OH:15])=[O:14])=[O:33])([CH3:30])([CH3:29])[CH3:27]. The catalyst class is: 10. Reactant: [CH2:1]([C@@:8]1([C:13]([OH:15])=[O:14])[CH2:12][CH2:11][CH2:10][NH:9]1)[C:2]1[CH:7]=[CH:6][CH:5]=[CH:4][CH:3]=1.O.O.O.O.O.[OH-].C[N+](C)(C)C.[CH3:27][C:28]([O:31][C:32](O[C:32]([O:31][C:28]([CH3:30])([CH3:29])[CH3:27])=[O:33])=[O:33])([CH3:30])[CH3:29]. (4) Reactant: [S:1]1[C:5]([CH2:6][OH:7])=[CH:4][N:3]=[CH:2]1.[C:8]([Si:12](Cl)([C:19]1[CH:24]=[CH:23][CH:22]=[CH:21][CH:20]=1)[C:13]1[CH:18]=[CH:17][CH:16]=[CH:15][CH:14]=1)([CH3:11])([CH3:10])[CH3:9].N1C=CN=C1.O. Product: [C:8]([Si:12]([C:19]1[CH:24]=[CH:23][CH:22]=[CH:21][CH:20]=1)([C:13]1[CH:14]=[CH:15][CH:16]=[CH:17][CH:18]=1)[O:7][CH2:6][C:5]1[S:1][CH:2]=[N:3][CH:4]=1)([CH3:11])([CH3:9])[CH3:10]. The catalyst class is: 4. (5) Reactant: ClC(Cl)(Cl)[C:3]([NH:5][C:6]1[CH:11]=[CH:10][C:9]([O:12][C:13]2[CH:14]=[C:15]3[C:20](=[CH:21][CH:22]=2)[N:19]=[CH:18][N:17]([CH3:23])[C:16]3=[O:24])=[CH:8][CH:7]=1)=[O:4].[OH-].[Na+].[F:29][C:30]([F:39])([F:38])[C:31]1[N:36]=[CH:35][N:34]=[C:33]([NH2:37])[CH:32]=1. Product: [CH3:23][N:17]1[C:16](=[O:24])[C:15]2[C:20](=[CH:21][CH:22]=[C:13]([O:12][C:9]3[CH:8]=[CH:7][C:6]([NH:5][C:3]([NH:37][C:33]4[CH:32]=[C:31]([C:30]([F:39])([F:29])[F:38])[N:36]=[CH:35][N:34]=4)=[O:4])=[CH:11][CH:10]=3)[CH:14]=2)[N:19]=[CH:18]1. The catalyst class is: 16. (6) Reactant: [F:1][C:2]1[CH:7]=[CH:6][C:5]([CH:8]([C:46]2[CH:51]=[CH:50][C:49]([F:52])=[CH:48][CH:47]=2)[C:9](=O)[CH2:10][N:11]([CH2:21][C@@H:22]2[CH2:27][N:26]([C:28]([O:30][CH2:31][C:32]3[CH:37]=[CH:36][CH:35]=[CH:34][CH:33]=3)=[O:29])[CH2:25][CH2:24][N:23]2C(OC(C)(C)C)=O)[CH2:12][C:13]2[CH:18]=[CH:17][CH:16]=[CH:15][C:14]=2[O:19][CH3:20])=[CH:4][CH:3]=1.Cl. Product: [F:1][C:2]1[CH:3]=[CH:4][C:5]([CH:8]([C:46]2[CH:47]=[CH:48][C:49]([F:52])=[CH:50][CH:51]=2)[C@H:9]2[N:23]3[CH2:24][CH2:25][N:26]([C:28]([O:30][CH2:31][C:32]4[CH:33]=[CH:34][CH:35]=[CH:36][CH:37]=4)=[O:29])[CH2:27][C@H:22]3[CH2:21][N:11]([CH2:12][C:13]3[CH:18]=[CH:17][CH:16]=[CH:15][C:14]=3[O:19][CH3:20])[CH2:10]2)=[CH:6][CH:7]=1. The catalyst class is: 96. (7) Reactant: I[CH:2]([CH:4]1[O:8][C:7](=[O:9])[NH:6][CH2:5]1)[CH3:3].[N-:10]=[N+:11]=[N-:12].[Na+].O. Product: [N:10]([CH:2]([CH:4]1[O:8][C:7](=[O:9])[NH:6][CH2:5]1)[CH3:3])=[N+:11]=[N-:12]. The catalyst class is: 3.